From a dataset of NCI-60 drug combinations with 297,098 pairs across 59 cell lines. Regression. Given two drug SMILES strings and cell line genomic features, predict the synergy score measuring deviation from expected non-interaction effect. (1) Drug 1: COC1=C(C=C2C(=C1)N=CN=C2NC3=CC(=C(C=C3)F)Cl)OCCCN4CCOCC4. Drug 2: C1C(C(OC1N2C=NC3=C2NC=NCC3O)CO)O. Cell line: TK-10. Synergy scores: CSS=29.0, Synergy_ZIP=-1.39, Synergy_Bliss=-2.43, Synergy_Loewe=-16.2, Synergy_HSA=-0.860. (2) Drug 1: CCCCC(=O)OCC(=O)C1(CC(C2=C(C1)C(=C3C(=C2O)C(=O)C4=C(C3=O)C=CC=C4OC)O)OC5CC(C(C(O5)C)O)NC(=O)C(F)(F)F)O. Drug 2: CN(CC1=CN=C2C(=N1)C(=NC(=N2)N)N)C3=CC=C(C=C3)C(=O)NC(CCC(=O)O)C(=O)O. Cell line: SR. Synergy scores: CSS=93.3, Synergy_ZIP=6.96, Synergy_Bliss=6.60, Synergy_Loewe=5.65, Synergy_HSA=7.06. (3) Drug 1: C1CCN(CC1)CCOC2=CC=C(C=C2)C(=O)C3=C(SC4=C3C=CC(=C4)O)C5=CC=C(C=C5)O. Drug 2: CCC1(CC2CC(C3=C(CCN(C2)C1)C4=CC=CC=C4N3)(C5=C(C=C6C(=C5)C78CCN9C7C(C=CC9)(C(C(C8N6C)(C(=O)OC)O)OC(=O)C)CC)OC)C(=O)OC)O.OS(=O)(=O)O. Cell line: MCF7. Synergy scores: CSS=49.5, Synergy_ZIP=-0.0774, Synergy_Bliss=-0.0146, Synergy_Loewe=-5.07, Synergy_HSA=4.20.